From a dataset of Full USPTO retrosynthesis dataset with 1.9M reactions from patents (1976-2016). Predict the reactants needed to synthesize the given product. (1) Given the product [F:7][C:8]1[CH:9]=[CH:10][C:11]2[O:16][C:18]([C:19](=[O:21])[CH3:20])=[CH:13][C:12]=2[CH:15]=1, predict the reactants needed to synthesize it. The reactants are: C([O-])([O-])=O.[K+].[K+].[F:7][C:8]1[CH:9]=[CH:10][C:11]([OH:16])=[C:12]([CH:15]=1)[CH:13]=O.Cl[CH2:18][C:19](=[O:21])[CH3:20]. (2) Given the product [CH3:41][O:40][C:37]1[CH:36]=[CH:35][C:34]([S:31]([CH:15]([NH:16][CH2:17][C:18]2[CH:19]=[CH:20][C:21]([C:24]([CH3:29])([CH3:30])[CH2:25][CH2:26][CH2:27][CH3:28])=[CH:22][CH:23]=2)[C:11]2[N:10]=[C:9]([NH:8][CH2:42][C:43]([OH:45])=[O:44])[CH:14]=[CH:13][CH:12]=2)(=[O:32])=[O:33])=[CH:39][CH:38]=1, predict the reactants needed to synthesize it. The reactants are: C(OC([N:8]([CH2:42][C:43]([O:45]C(C)(C)C)=[O:44])[C:9]1[CH:14]=[CH:13][CH:12]=[C:11]([CH:15]([S:31]([C:34]2[CH:39]=[CH:38][C:37]([O:40][CH3:41])=[CH:36][CH:35]=2)(=[O:33])=[O:32])[NH:16][CH2:17][C:18]2[CH:23]=[CH:22][C:21]([C:24]([CH3:30])([CH3:29])[CH2:25][CH2:26][CH2:27][CH3:28])=[CH:20][CH:19]=2)[N:10]=1)=O)(C)(C)C.FC(F)(F)C(O)=O. (3) Given the product [Cl:20][C:6]1[CH:5]=[N:4][CH:3]=[C:2]([Cl:1])[C:7]=1[S:8][C:9]1[S:13][C:12]([C:14]([NH:21][CH2:22][C:23]2([OH:30])[CH2:28][CH2:27][N:26]([CH3:29])[CH2:25][CH2:24]2)=[O:16])=[CH:11][C:10]=1[N+:17]([O-:19])=[O:18], predict the reactants needed to synthesize it. The reactants are: [Cl:1][C:2]1[CH:3]=[N:4][CH:5]=[C:6]([Cl:20])[C:7]=1[S:8][C:9]1[S:13][C:12]([C:14]([OH:16])=O)=[CH:11][C:10]=1[N+:17]([O-:19])=[O:18].[NH2:21][CH2:22][C:23]1([OH:30])[CH2:28][CH2:27][N:26]([CH3:29])[CH2:25][CH2:24]1. (4) Given the product [CH3:11][CH2:10][CH2:9][CH2:8][C:12]1[N:13]([CH2:20][C:21]2[CH:22]=[CH:23][C:24]([C:27]3[CH:32]=[CH:31][CH:30]=[CH:29][C:28]=3[C:33]3[N:34]=[N:35][N-:36][N:37]=3)=[CH:25][CH:26]=2)[C:14]([CH2:2][OH:3])=[C:15]([Cl:19])[N:16]=1.[K+:58], predict the reactants needed to synthesize it. The reactants are: C[C:2](CC(C)C)=[O:3].[CH2:8]([C:12]1[N:13]([CH2:20][C:21]2[CH:26]=[CH:25][C:24]([C:27]3[CH:32]=[CH:31][CH:30]=[CH:29][C:28]=3[C:33]3[N:34]=[N:35][N:36](C(C4C=CC=CC=4)(C4C=CC=CC=4)C4C=CC=CC=4)[N:37]=3)=[CH:23][CH:22]=2)[CH2:14][C:15]([Cl:19])(CO)[N:16]=1)[CH2:9][CH2:10][CH3:11].[OH-].[K+:58].C. (5) Given the product [CH2:1]([N:8]([CH2:9][CH2:10][N:11]1[C:20]2[C:15]([C:16](=[O:22])[NH:17][C:18](=[O:21])[N:19]=2)=[N:14][C:13]2[CH:23]=[C:24]([CH3:28])[C:25]([CH3:27])=[CH:26][C:12]1=2)[C:29](=[O:30])[O:31][C:32]([CH3:35])([CH3:34])[CH3:33])[C:2]1[CH:3]=[CH:4][CH:5]=[CH:6][CH:7]=1, predict the reactants needed to synthesize it. The reactants are: [CH2:1]([NH:8][CH2:9][CH2:10][N:11]1[C:20]2[C:15]([C:16](=[O:22])[NH:17][C:18](=[O:21])[N:19]=2)=[N:14][C:13]2[CH:23]=[C:24]([CH3:28])[C:25]([CH3:27])=[CH:26][C:12]1=2)[C:2]1[CH:7]=[CH:6][CH:5]=[CH:4][CH:3]=1.[C:29](O[C:29]([O:31][C:32]([CH3:35])([CH3:34])[CH3:33])=[O:30])([O:31][C:32]([CH3:35])([CH3:34])[CH3:33])=[O:30].CCN(CC)CC. (6) The reactants are: [CH3:1]C(C)([O-])C.[K+].O=[C:8]1[CH2:12][N:11]([C:13]([O:15][C:16]([CH3:19])([CH3:18])[CH3:17])=[O:14])[C@H:10]([C:20]([O:22][CH3:23])=[O:21])[CH2:9]1.[Cl-].[NH4+]. Given the product [CH2:1]=[C:8]1[CH2:12][N:11]([C:13]([O:15][C:16]([CH3:19])([CH3:18])[CH3:17])=[O:14])[C@H:10]([C:20]([O:22][CH3:23])=[O:21])[CH2:9]1, predict the reactants needed to synthesize it.